This data is from Forward reaction prediction with 1.9M reactions from USPTO patents (1976-2016). The task is: Predict the product of the given reaction. (1) The product is: [CH3:50][O:49][C:47]1[CH:48]=[C:43]([CH2:42][CH2:41][C:31]2[NH:32][N:33]=[C:29]([NH:28][C:22](=[O:24])[C:21]3[CH:20]=[CH:19][C:18]([CH:15]4[CH2:14][CH2:13][N:12]([CH3:11])[CH2:17][CH2:16]4)=[CH:27][CH:26]=3)[CH:30]=2)[CH:44]=[C:45]([O:51][CH3:52])[CH:46]=1. Given the reactants C[Si]([N-][Si](C)(C)C)(C)C.[Na+].[CH3:11][N:12]1[CH2:17][CH2:16][CH:15]([C:18]2[CH:27]=[CH:26][C:21]([C:22]([O:24]C)=O)=[CH:20][CH:19]=2)[CH2:14][CH2:13]1.[NH2:28][C:29]1[N:33](C(OC(C)(C)C)=O)[N:32]=[C:31]([CH2:41][CH2:42][C:43]2[CH:48]=[C:47]([O:49][CH3:50])[CH:46]=[C:45]([O:51][CH3:52])[CH:44]=2)[CH:30]=1.[NH4+].[Cl-], predict the reaction product. (2) Given the reactants [CH3:1][S:2]([CH2:5][C:6](=[CH2:10])[C:7]([OH:9])=[O:8])(=[O:4])=[O:3], predict the reaction product. The product is: [CH3:10][CH:6]([CH2:5][S:2]([CH3:1])(=[O:4])=[O:3])[C:7]([OH:9])=[O:8]. (3) Given the reactants [CH2:1]([CH:3]([C:14](=O)[CH3:15])[C:4]([NH:6][CH2:7][CH2:8][C:9]1[S:10][CH:11]=[CH:12][CH:13]=1)=[O:5])[CH3:2].[NH3:17].[Al+3].[Cl-].[Cl-].[Cl-], predict the reaction product. The product is: [NH2:17]/[C:14](/[CH3:15])=[C:3](/[CH2:1][CH3:2])\[C:4]([NH:6][CH2:7][CH2:8][C:9]1[S:10][CH:11]=[CH:12][CH:13]=1)=[O:5]. (4) Given the reactants Cl.[CH3:2][O:3][C:4](=[O:17])[C@H:5]([CH2:7][C:8]1[C:16]2[C:11](=[CH:12][CH:13]=[CH:14][CH:15]=2)[NH:10][CH:9]=1)[NH2:6].C(N(CC)CC)C.[C:25](Cl)(Cl)=[S:26].[NH2:29][CH2:30][CH:31]1[CH2:36][CH2:35][C:34]([N:43]([CH3:45])[CH3:44])([C:37]2[CH:42]=[CH:41][CH:40]=[CH:39][CH:38]=2)[CH2:33][CH2:32]1, predict the reaction product. The product is: [CH3:2][O:3][C:4](=[O:17])[CH:5]([NH:6][C:25]([NH:29][CH2:30][CH:31]1[CH2:32][CH2:33][C:34]([N:43]([CH3:45])[CH3:44])([C:37]2[CH:38]=[CH:39][CH:40]=[CH:41][CH:42]=2)[CH2:35][CH2:36]1)=[S:26])[CH2:7][C:8]1[C:16]2[C:11](=[CH:12][CH:13]=[CH:14][CH:15]=2)[NH:10][CH:9]=1. (5) Given the reactants [F:1][C:2]([F:41])([F:40])[C:3]1[CH:4]=[C:5]([CH:33]=[C:34]([C:36]([F:39])([F:38])[F:37])[CH:35]=1)[C:6]([N:8]1[CH2:13][CH2:12][CH:11]([N:14]2[CH2:19][CH2:18][N:17]([C:20](=O)[C:21](F)(F)F)[CH2:16][CH2:15]2)[CH:10]([C:26]2[CH:31]=[CH:30][C:29]([Cl:32])=[CH:28][CH:27]=2)[CH2:9]1)=[O:7].[CH2:42](OC1(O[Si](C)(C)C)CC1)C, predict the reaction product. The product is: [F:1][C:2]([F:41])([F:40])[C:3]1[CH:4]=[C:5]([C:6]([N:8]2[CH2:13][CH2:12][CH:11]([N:14]3[CH2:15][CH2:16][N:17]([CH:20]4[CH2:42][CH2:21]4)[CH2:18][CH2:19]3)[CH:10]([C:26]3[CH:31]=[CH:30][C:29]([Cl:32])=[CH:28][CH:27]=3)[CH2:9]2)=[O:7])[CH:33]=[C:34]([C:36]([F:39])([F:37])[F:38])[CH:35]=1. (6) Given the reactants I[C:2]1[CH:6]=[CH:5][S:4][C:3]=1[C:7]1[S:8][CH:9]=[CH:10][C:11]=1I.[CH3:13][CH2:14][CH2:15][CH2:16][CH2:17][CH2:18][CH2:19][CH2:20][C:21]#[C:22][CH2:23][CH2:24][CH2:25][CH2:26][CH2:27][CH2:28][CH2:29][CH3:30].C(N(CCCC)CCCC)CCC, predict the reaction product. The product is: [CH2:23]([C:22]1[C:11]2[CH:10]=[CH:9][S:8][C:7]=2[C:3]2[S:4][CH:5]=[CH:6][C:2]=2[C:21]=1[CH2:20][CH2:19][CH2:18][CH2:17][CH2:16][CH2:15][CH2:14][CH3:13])[CH2:24][CH2:25][CH2:26][CH2:27][CH2:28][CH2:29][CH3:30]. (7) The product is: [CH3:1][C:2]([CH3:45])([CH2:22][N:23]1[C:27]2[CH:28]=[CH:29][CH:30]=[CH:31][C:26]=2[N:25]=[C:24]1[CH2:32][N:33]([CH3:44])[CH:34]1[C:43]2[N:42]=[CH:41][CH:40]=[CH:39][C:38]=2[CH2:37][CH2:36][CH2:35]1)[CH2:3][NH:4][C:5]([NH2:14])=[NH:6]. Given the reactants [CH3:1][C:2]([CH3:45])([CH2:22][N:23]1[C:27]2[CH:28]=[CH:29][CH:30]=[CH:31][C:26]=2[N:25]=[C:24]1[CH2:32][N:33]([CH3:44])[CH:34]1[C:43]2[N:42]=[CH:41][CH:40]=[CH:39][C:38]=2[CH2:37][CH2:36][CH2:35]1)[CH2:3][NH:4]/[C:5](/[NH:14]C(=O)OC(C)(C)C)=[N:6]/C(=O)OC(C)(C)C.N1CC(CN2C3C=CC=CC=3N=C2CN(C)C2C3N=CC=CC=3CCC2)C1, predict the reaction product. (8) Given the reactants C[O:2][C:3]([C:5]1[CH:6]=[C:7]([F:28])[CH:8]=[C:9]2[C:14]=1[NH:13][CH:12]([C:15]1[CH:20]=[CH:19][CH:18]=[C:17]([N:21]3[CH2:25][CH2:24][CH2:23][CH2:22]3)[CH:16]=1)[CH2:11][C:10]2([CH3:27])[CH3:26])=[O:4].Cl, predict the reaction product. The product is: [F:28][C:7]1[CH:8]=[C:9]2[C:14](=[C:5]([C:3]([OH:4])=[O:2])[CH:6]=1)[NH:13][CH:12]([C:15]1[CH:20]=[CH:19][CH:18]=[C:17]([N:21]3[CH2:22][CH2:23][CH2:24][CH2:25]3)[CH:16]=1)[CH2:11][C:10]2([CH3:27])[CH3:26]. (9) Given the reactants [NH2:1][C:2]1[CH:3]=[CH:4][CH:5]=[C:6]2[C:11]=1[N:10]=[CH:9][CH:8]=[CH:7]2.C(N(CC)CC)C.[N:19]1[C:28]2[C:23](=[CH:24][CH:25]=[CH:26][C:27]=2[S:29](Cl)(=[O:31])=[O:30])[CH:22]=[CH:21][CH:20]=1, predict the reaction product. The product is: [N:10]1[C:11]2[C:6](=[CH:5][CH:4]=[CH:3][C:2]=2[NH:1][S:29]([C:27]2[CH:26]=[CH:25][CH:24]=[C:23]3[C:28]=2[N:19]=[CH:20][CH:21]=[CH:22]3)(=[O:30])=[O:31])[CH:7]=[CH:8][CH:9]=1. (10) Given the reactants Br[CH2:2][C:3]([C:5]1[CH:10]=[CH:9][C:8]([F:11])=[C:7]([C:12]([F:15])([F:14])[F:13])[CH:6]=1)=[O:4].[N-:16]=[N+]=[N-].[Na+].C1(P(C2C=CC=CC=2)C2C=CC=CC=2)C=CC=CC=1.O.C1(C)C=CC(S(O)(=O)=O)=CC=1, predict the reaction product. The product is: [NH2:16][CH2:2][C:3]([C:5]1[CH:10]=[CH:9][C:8]([F:11])=[C:7]([C:12]([F:15])([F:14])[F:13])[CH:6]=1)=[O:4].